From a dataset of Forward reaction prediction with 1.9M reactions from USPTO patents (1976-2016). Predict the product of the given reaction. (1) Given the reactants Br[C:2]1[N:6]([CH3:7])[N:5]=[CH:4][C:3]=1[C:8]1[N:9]=[C:10]([CH3:18])[N:11]2[C:16]=1[C:15](=[O:17])[NH:14][CH:13]=[N:12]2.[F:19][C:20]([F:31])([F:30])[C:21]1[CH:26]=[CH:25][C:24](B(O)O)=[CH:23][CH:22]=1.C(=O)([O-])[O-].[Na+].[Na+], predict the reaction product. The product is: [CH3:18][C:10]1[N:11]2[C:16]([C:15](=[O:17])[NH:14][CH:13]=[N:12]2)=[C:8]([C:3]2[CH:4]=[N:5][N:6]([CH3:7])[C:2]=2[C:24]2[CH:25]=[CH:26][C:21]([C:20]([F:31])([F:30])[F:19])=[CH:22][CH:23]=2)[N:9]=1. (2) Given the reactants [CH2:1]1[CH:5]2[CH2:6][NH:7][CH2:8][CH:4]2[CH2:3][N:2]1[C:9]1[CH:14]=[C:13]([C:15]([F:18])([F:17])[F:16])[N:12]=[C:11]([N:19]([CH3:21])[CH3:20])[N:10]=1.[F:22][C:23]1[CH:24]=[CH:25][C:26]([N:32]2[N:36]=[CH:35][CH:34]=[N:33]2)=[C:27]([CH:31]=1)[C:28](O)=[O:29], predict the reaction product. The product is: [F:22][C:23]1[CH:24]=[CH:25][C:26]([N:32]2[N:36]=[CH:35][CH:34]=[N:33]2)=[C:27]([C:28]([N:7]2[CH2:6][CH:5]3[CH2:1][N:2]([C:9]4[CH:14]=[C:13]([C:15]([F:18])([F:17])[F:16])[N:12]=[C:11]([N:19]([CH3:21])[CH3:20])[N:10]=4)[CH2:3][CH:4]3[CH2:8]2)=[O:29])[CH:31]=1. (3) Given the reactants [C:1]([O:5][C:6]([NH:8][C:9]1[CH:17]=[CH:16][CH:15]=[C:14]2[C:10]=1[CH:11]=[CH:12][N:13]2[C:18]([C:29]1[CH:34]=[CH:33][C:32]([Cl:35])=[CH:31][CH:30]=1)([CH2:27][OH:28])[CH2:19][C:20]([O:22][C:23]([CH3:26])([CH3:25])[CH3:24])=[O:21])=[O:7])([CH3:4])([CH3:3])[CH3:2].CC(OI1(OC(C)=O)(OC(C)=O)OC(=O)C2C=CC=CC1=2)=O, predict the reaction product. The product is: [C:1]([O:5][C:6]([NH:8][C:9]1[CH:17]=[CH:16][CH:15]=[C:14]2[C:10]=1[CH:11]=[CH:12][N:13]2[C:18]([C:29]1[CH:30]=[CH:31][C:32]([Cl:35])=[CH:33][CH:34]=1)([CH:27]=[O:28])[CH2:19][C:20]([O:22][C:23]([CH3:26])([CH3:25])[CH3:24])=[O:21])=[O:7])([CH3:2])([CH3:3])[CH3:4]. (4) Given the reactants [Br:1][C:2]1[S:6][C:5]([CH2:7][OH:8])=[N:4][CH:3]=1.N1C=CN=C1.CN(C)C=O.Cl[Si:20]([CH:27]([CH3:29])[CH3:28])([CH:24]([CH3:26])[CH3:25])[CH:21]([CH3:23])[CH3:22], predict the reaction product. The product is: [Br:1][C:2]1[S:6][C:5]([CH2:7][O:8][Si:20]([CH:27]([CH3:29])[CH3:28])([CH:24]([CH3:26])[CH3:25])[CH:21]([CH3:23])[CH3:22])=[N:4][CH:3]=1. (5) Given the reactants ClC1C=C(Cl)C=CC=1C(Cl)=O.[CH3:12][O:13][C:14]1[CH:15]=[C:16]2[C:21](=[CH:22][C:23]=1[O:24][CH3:25])[N:20]=[CH:19][N:18]=[C:17]2[O:26][C:27]1[CH:33]=[CH:32][C:30]([NH2:31])=[CH:29][CH:28]=1.[Cl:34][C:35]1[CH:40]=[C:39]([Cl:41])[CH:38]=[CH:37][C:36]=1[C:42]([N:44]=[C:45]=[S:46])=[O:43], predict the reaction product. The product is: [Cl:34][C:35]1[CH:40]=[C:39]([Cl:41])[CH:38]=[CH:37][C:36]=1[C:42]([N:44]=[C:45]=[S:46])=[O:43].[Cl:34][C:35]1[CH:40]=[C:39]([Cl:41])[CH:38]=[CH:37][C:36]=1[C:42]([NH:44][C:45]([NH:31][C:30]1[CH:32]=[CH:33][C:27]([O:26][C:17]2[C:16]3[C:21](=[CH:22][C:23]([O:24][CH3:25])=[C:14]([O:13][CH3:12])[CH:15]=3)[N:20]=[CH:19][N:18]=2)=[CH:28][CH:29]=1)=[S:46])=[O:43].